From a dataset of Catalyst prediction with 721,799 reactions and 888 catalyst types from USPTO. Predict which catalyst facilitates the given reaction. (1) Reactant: [F:1][C:2]1[CH:10]=[C:9]2[C:5]([CH:6]=[C:7]([C:11]([CH3:23])([CH3:22])[C:12](OCC3C=CC=CC=3)=[O:13])[NH:8]2)=[CH:4][C:3]=1[N+:24]([O-:26])=[O:25].CC(C[AlH]CC(C)C)C. Product: [F:1][C:2]1[CH:10]=[C:9]2[C:5]([CH:6]=[C:7]([C:11]([CH3:23])([CH3:22])[CH2:12][OH:13])[NH:8]2)=[CH:4][C:3]=1[N+:24]([O-:26])=[O:25]. The catalyst class is: 2. (2) The catalyst class is: 17. Reactant: CS[C:3]1[NH:4][CH:5]=[CH:6][C:7](=[O:9])[N:8]=1.[Cl:10][C:11]1[CH:26]=[CH:25][C:14]([O:15][C:16]2[CH:21]=[CH:20][C:19]([CH2:22][CH2:23][NH2:24])=[CH:18][CH:17]=2)=[CH:13][C:12]=1[C:27]([F:30])([F:29])[F:28]. Product: [Cl:10][C:11]1[CH:26]=[CH:25][C:14]([O:15][C:16]2[CH:21]=[CH:20][C:19]([CH2:22][CH2:23][NH:24][C:3]3[NH:4][CH:5]=[CH:6][C:7](=[O:9])[N:8]=3)=[CH:18][CH:17]=2)=[CH:13][C:12]=1[C:27]([F:28])([F:29])[F:30]. (3) Reactant: Cl[C:2]1[N:3]=[C:4]2[CH:12]=[CH:11][N:10]=[C:9]([Cl:13])[C:5]2=[N:6][C:7]=1[Cl:8].C([N:16]([CH:20]([CH3:22])[CH3:21])C(C)C)C.C1(N)CC1. Product: [Cl:8][C:7]1[N:6]=[C:5]2[C:9]([Cl:13])=[N:10][CH:11]=[CH:12][C:4]2=[N:3][C:2]=1[NH:16][CH:20]1[CH2:22][CH2:21]1. The catalyst class is: 2. (4) Reactant: [CH:1](NC(C)C)(C)C.C([Li])CCC.[Cl:13][C:14]1[CH:15]=[C:16]([C@H:20]2[CH2:25][C@@H:24]([CH2:26][CH:27]=[CH2:28])[S:23][N:22]([CH:29]([CH3:31])[CH3:30])[C@@H:21]2[C:32]2[CH:37]=[CH:36][C:35]([Cl:38])=[CH:34][CH:33]=2)[CH:17]=[CH:18][CH:19]=1.CI.[Li+].CC([N-]C(C)C)C. Product: [Cl:13][C:14]1[CH:15]=[C:16]([C@H:20]2[CH2:25][C@:24]([CH3:1])([CH2:26][CH:27]=[CH2:28])[S:23][N:22]([CH:29]([CH3:31])[CH3:30])[C@@H:21]2[C:32]2[CH:33]=[CH:34][C:35]([Cl:38])=[CH:36][CH:37]=2)[CH:17]=[CH:18][CH:19]=1. The catalyst class is: 1. (5) Reactant: [Cl:1][C:2]1[CH:7]=[C:6]([F:8])[C:5]([F:9])=[CH:4][C:3]=1[CH2:10][OH:11].CC(OI1(OC(C)=O)(OC(C)=O)OC(=O)C2C=CC=CC1=2)=O.C(=O)([O-])[O-].[K+].[K+]. Product: [Cl:1][C:2]1[CH:7]=[C:6]([F:8])[C:5]([F:9])=[CH:4][C:3]=1[CH:10]=[O:11]. The catalyst class is: 4. (6) Reactant: [H-].[Na+].[F:3][C:4]1[CH:21]=[CH:20][CH:19]=[C:18]([F:22])[C:5]=1[CH2:6][NH:7][C:8]1[C:13]([N+:14]([O-:16])=[O:15])=[CH:12][N:11]=[C:10](Cl)[N:9]=1.[F:23][C:24]1[CH:25]=[CH:26][C:27]([N+:31]([O-:33])=[O:32])=[C:28]([CH:30]=1)[NH2:29]. Product: [F:3][C:4]1[CH:21]=[CH:20][CH:19]=[C:18]([F:22])[C:5]=1[CH2:6][NH:7][C:8]1[C:13]([N+:14]([O-:16])=[O:15])=[CH:12][N:11]=[C:10]([NH:29][C:28]2[CH:30]=[C:24]([F:23])[CH:25]=[CH:26][C:27]=2[N+:31]([O-:33])=[O:32])[N:9]=1. The catalyst class is: 1. (7) Reactant: [C:1](/[C:3](=[C:7]1/[S:8]/[C:9](=[CH:15]\[C:16]2[CH:17]=[N:18][CH:19]=[CH:20][CH:21]=2)/[C:10](=[O:14])[N:11]/1[CH2:12][CH3:13])/[C:4]([OH:6])=O)#[N:2].CN(C(ON1N=NC2C=CC=NC1=2)=[N+](C)C)C.F[P-](F)(F)(F)(F)F.[F:46][C:47]([F:51])([F:50])[CH2:48][NH2:49].C(OCC)(=O)C. Product: [C:1](/[C:3](=[C:7]1/[S:8]/[C:9](=[CH:15]\[C:16]2[CH:17]=[N:18][CH:19]=[CH:20][CH:21]=2)/[C:10](=[O:14])[N:11]/1[CH2:12][CH3:13])/[C:4]([NH:49][CH2:48][C:47]([F:51])([F:50])[F:46])=[O:6])#[N:2]. The catalyst class is: 9.